Predict the product of the given reaction. From a dataset of Forward reaction prediction with 1.9M reactions from USPTO patents (1976-2016). (1) The product is: [F:27][C:4]([F:3])([F:26])[C:5]1[CH:6]=[CH:7][C:8]([O:11][C:12]2[CH:13]=[C:14]3[C:19](=[CH:20][CH:21]=2)[N:18]=[C:17]([C:22]([OH:24])=[O:23])[CH:16]=[CH:15]3)=[N:9][CH:10]=1. Given the reactants [OH-].[Li+].[F:3][C:4]([F:27])([F:26])[C:5]1[CH:6]=[CH:7][C:8]([O:11][C:12]2[CH:13]=[C:14]3[C:19](=[CH:20][CH:21]=2)[N:18]=[C:17]([C:22]([O:24]C)=[O:23])[CH:16]=[CH:15]3)=[N:9][CH:10]=1.O1CCCC1.Cl, predict the reaction product. (2) The product is: [NH2:19][C:13]1[CH:12]=[C:11]2[C:16]([C:17](=[O:18])[N:8]([C:5]3[CH:6]=[CH:7][C:2]([Cl:1])=[CH:3][CH:4]=3)[C:9]([CH:22]([CH3:24])[CH3:23])=[N:10]2)=[CH:15][CH:14]=1. Given the reactants [Cl:1][C:2]1[CH:7]=[CH:6][C:5]([N:8]2[C:17](=[O:18])[C:16]3[C:11](=[CH:12][C:13]([N+:19]([O-])=O)=[CH:14][CH:15]=3)[N:10]=[C:9]2[CH:22]([CH3:24])[CH3:23])=[CH:4][CH:3]=1, predict the reaction product. (3) Given the reactants [CH2:1]([O:3][C:4]1[CH:13]=[C:12]2[C:7]([C:8]([CH:16]([CH3:18])[CH3:17])=[CH:9][C:10]([CH3:15])([CH3:14])[O:11]2)=[CH:6][C:5]=1/[C:19](/[CH3:27])=[C:20](/[F:26])\[C:21](OCC)=[O:22])[CH3:2].[H-].C([Al+]CC(C)C)C(C)C, predict the reaction product. The product is: [CH2:1]([O:3][C:4]1[CH:13]=[C:12]2[C:7]([C:8]([CH:16]([CH3:17])[CH3:18])=[CH:9][C:10]([CH3:14])([CH3:15])[O:11]2)=[CH:6][C:5]=1/[C:19](/[CH3:27])=[C:20](/[F:26])\[CH2:21][OH:22])[CH3:2].